From a dataset of Peptide-MHC class I binding affinity with 185,985 pairs from IEDB/IMGT. Regression. Given a peptide amino acid sequence and an MHC pseudo amino acid sequence, predict their binding affinity value. This is MHC class I binding data. The peptide sequence is SDHLISEIL. The MHC is HLA-B44:03 with pseudo-sequence HLA-B44:03. The binding affinity (normalized) is 0.